Dataset: Reaction yield outcomes from USPTO patents with 853,638 reactions. Task: Predict the reaction yield, written as a fraction of the theoretical maximum amount of product (1.0 means a 100% yield; for example, 0.34 means a 34% yield). (1) The reactants are [N:1]([CH2:4][CH:5]1[O:10][C:9]2[C:11](Br)=[CH:12][CH:13]=[CH:14][C:8]=2[NH:7][CH2:6]1)=[N+:2]=[N-:3].[Cl:16][C:17]1[CH:22]=[CH:21][C:20](B(O)O)=[C:19]([C:26]([F:29])([F:28])[F:27])[CH:18]=1. No catalyst specified. The product is [N:1]([CH2:4][CH:5]1[O:10][C:9]2[C:11]([C:20]3[CH:21]=[CH:22][C:17]([Cl:16])=[CH:18][C:19]=3[C:26]([F:27])([F:29])[F:28])=[CH:12][CH:13]=[CH:14][C:8]=2[NH:7][CH2:6]1)=[N+:2]=[N-:3]. The yield is 0.900. (2) The reactants are [Cl:1][C:2]([Cl:28])([Cl:27])[CH2:3][O:4][C:5]([C@@H:7]1[CH2:12][CH2:11][CH2:10][N:9]([C:13]([O:15]C(C)(C)C)=O)[N:8]1C(OC(C)(C)C)=O)=[O:6].FC(F)(F)C(O)=O.[C:36]([O:40][C:41]([NH:43][C@@H:44]([CH2:48][O:49][CH:50]([F:52])[F:51])C(O)=O)=[O:42])([CH3:39])([CH3:38])[CH3:37].F[P-](F)(F)(F)(F)F.CN(C(N(C)C)=[N+]1C2C(=NC=CC=2)[N+]([O-])=N1)C.C(N(CC)C(C)C)(C)C. The catalyst is ClCCl.C(#N)C. The product is [Cl:28][C:2]([Cl:1])([Cl:27])[CH2:3][O:4][C:5]([C@@H:7]1[CH2:12][CH2:11][CH2:10][N:9]([C:13](=[O:15])[C@@H:44]([NH:43][C:41]([O:40][C:36]([CH3:39])([CH3:38])[CH3:37])=[O:42])[CH2:48][O:49][CH:50]([F:52])[F:51])[NH:8]1)=[O:6]. The yield is 0.280. (3) The yield is 0.590. The catalyst is CO. The reactants are [NH:1]1[C:5]2[CH:6]=[CH:7][CH:8]=[CH:9][C:4]=2[N:3]=[C:2]1[CH2:10][N:11]([CH2:22][C:23]1[CH:30]=[CH:29][C:26]([CH:27]=O)=[CH:25][CH:24]=1)[CH:12]1[C:21]2[N:20]=[CH:19][CH:18]=[CH:17][C:16]=2[CH2:15][CH2:14][CH2:13]1.[CH3:31][NH2:32].[BH4-].[Na+]. The product is [NH:1]1[C:5]2[CH:6]=[CH:7][CH:8]=[CH:9][C:4]=2[N:3]=[C:2]1[CH2:10][N:11]([CH2:22][C:23]1[CH:30]=[CH:29][C:26]([CH2:27][NH:32][CH3:31])=[CH:25][CH:24]=1)[CH:12]1[C:21]2[N:20]=[CH:19][CH:18]=[CH:17][C:16]=2[CH2:15][CH2:14][CH2:13]1. (4) The reactants are [CH:1]1[C:10]2[C:5](=[CH:6][CH:7]=[CH:8][CH:9]=2)[CH:4]=[CH:3][C:2]=1[NH2:11].I[CH2:13][C:14]([O:16][CH2:17][CH3:18])=[O:15].C([O-])(=O)C.[Na+]. No catalyst specified. The product is [CH:1]1[C:10]2[C:5](=[CH:6][CH:7]=[CH:8][CH:9]=2)[CH:4]=[CH:3][C:2]=1[NH:11][CH2:13][C:14]([O:16][CH2:17][CH3:18])=[O:15]. The yield is 0.650. (5) The reactants are [BH4-].[Na+].[Cl-].[Li+].[C:5]([O:9][C:10]([NH:12][C@H:13]([C:18]1[CH:23]=[CH:22][C:21]([O:24][CH2:25][CH:26]([CH3:30])[CH2:27][CH2:28][CH3:29])=[CH:20][CH:19]=1)[C:14](OC)=[O:15])=[O:11])([CH3:8])([CH3:7])[CH3:6]. The catalyst is C(O)C.O1CCCC1. The product is [OH:15][CH2:14][C@H:13]([NH:12][C:10](=[O:11])[O:9][C:5]([CH3:6])([CH3:8])[CH3:7])[C:18]1[CH:19]=[CH:20][C:21]([O:24][CH2:25][CH:26]([CH3:30])[CH2:27][CH2:28][CH3:29])=[CH:22][CH:23]=1. The yield is 0.920. (6) The yield is 0.990. The reactants are [C:1]([C:5]1[CH:10]=[CH:9][C:8](B(O)O)=[CH:7][CH:6]=1)([CH3:4])([CH3:3])[CH3:2].Br[C:15]1[CH:20]=[CH:19][CH:18]=[CH:17][N:16]=1.C([O-])([O-])=O.[K+].[K+].C(O)C. The product is [C:1]([C:5]1[CH:10]=[CH:9][C:8]([C:15]2[CH:20]=[CH:19][CH:18]=[CH:17][N:16]=2)=[CH:7][CH:6]=1)([CH3:4])([CH3:3])[CH3:2]. The catalyst is C1(C)C=CC=CC=1.C1C=CC([P]([Pd]([P](C2C=CC=CC=2)(C2C=CC=CC=2)C2C=CC=CC=2)([P](C2C=CC=CC=2)(C2C=CC=CC=2)C2C=CC=CC=2)[P](C2C=CC=CC=2)(C2C=CC=CC=2)C2C=CC=CC=2)(C2C=CC=CC=2)C2C=CC=CC=2)=CC=1. (7) The reactants are [N+:1]([C:4]1[CH:9]=[CH:8][C:7]([OH:10])=[CH:6][CH:5]=1)([O-:3])=[O:2].Br[CH2:12][CH2:13][O:14][CH3:15].C([O-])([O-])=O.[K+].[K+].O. The catalyst is CN(C=O)C. The product is [CH3:15][O:14][CH2:13][CH2:12][O:10][C:7]1[CH:8]=[CH:9][C:4]([N+:1]([O-:3])=[O:2])=[CH:5][CH:6]=1. The yield is 0.976. (8) The reactants are [C:1]([C:5]1[CH:10]=[CH:9][C:8]([S:11]([NH:14][C:15]2[CH:16]=[C:17]3[C:21](=[CH:22][CH:23]=2)[NH:20][C:19]([C:24]([OH:26])=O)=[C:18]3[C:27]2[CH:28]=[N:29][CH:30]=[CH:31][CH:32]=2)(=[O:13])=[O:12])=[CH:7][CH:6]=1)([CH3:4])([CH3:3])[CH3:2].[NH2:33][CH:34]1[CH2:39][CH2:38][O:37][CH2:36][CH2:35]1. The catalyst is ClCCl.CO. The product is [O:37]1[CH2:38][CH2:39][CH:34]([NH:33][C:24]([C:19]2[NH:20][C:21]3[C:17]([C:18]=2[C:27]2[CH:28]=[N:29][CH:30]=[CH:31][CH:32]=2)=[CH:16][C:15]([NH:14][S:11]([C:8]2[CH:7]=[CH:6][C:5]([C:1]([CH3:3])([CH3:2])[CH3:4])=[CH:10][CH:9]=2)(=[O:12])=[O:13])=[CH:23][CH:22]=3)=[O:26])[CH2:35][CH2:36]1. The yield is 0.180. (9) The yield is 0.910. The product is [CH3:11][O:13][C:14](=[O:17])[CH2:15][S:8][C:4]1[CH:5]=[CH:6][CH:7]=[C:2]([Cl:1])[CH:3]=1. The reactants are [Cl:1][C:2]1[CH:3]=[C:4]([SH:8])[CH:5]=[CH:6][CH:7]=1.[H-].[Na+].[CH2:11]([O:13][C:14](=[O:17])[CH2:15]Br)C. The catalyst is CN(C=O)C.